The task is: Predict which catalyst facilitates the given reaction.. This data is from Catalyst prediction with 721,799 reactions and 888 catalyst types from USPTO. Reactant: CS([C:5]1[N:6]=[C:7]([O:21][CH2:22][CH2:23][CH3:24])[C:8]2[N:13]=[C:12]([C:14]3[CH:19]=[CH:18][CH:17]=[C:16]([CH3:20])[CH:15]=3)[O:11][C:9]=2[N:10]=1)(=O)=O.Cl.[NH2:26][CH:27]1[CH2:32][CH2:31][O:30][CH2:29][CH2:28]1.C(N(CC)CC)C. Product: [CH2:22]([O:21][C:7]1[C:8]2[N:13]=[C:12]([C:14]3[CH:19]=[CH:18][CH:17]=[C:16]([CH3:20])[CH:15]=3)[O:11][C:9]=2[N:10]=[C:5]([NH:26][CH:27]2[CH2:32][CH2:31][O:30][CH2:29][CH2:28]2)[N:6]=1)[CH2:23][CH3:24]. The catalyst class is: 3.